Dataset: Catalyst prediction with 721,799 reactions and 888 catalyst types from USPTO. Task: Predict which catalyst facilitates the given reaction. (1) Reactant: [N+:1]([C:4]1[CH:20]=[CH:19][C:7]([CH2:8][C:9]2[CH:10]=[C:11]3[C:15](=[CH:16][CH:17]=2)[NH:14][C:13](=[O:18])[CH2:12]3)=[CH:6][CH:5]=1)([O-])=O. Product: [NH2:1][C:4]1[CH:5]=[CH:6][C:7]([CH2:8][C:9]2[CH:10]=[C:11]3[C:15](=[CH:16][CH:17]=2)[NH:14][C:13](=[O:18])[CH2:12]3)=[CH:19][CH:20]=1. The catalyst class is: 19. (2) Reactant: [F:1][C@H:2]1[CH2:19][C@@:17]2([CH3:18])[C@@H:13]([CH2:14][CH2:15][C:16]2=[O:20])[C@H:12]2[C@H:3]1[C:4]1[CH:5]=[CH:6][C:7]([OH:28])=[CH:8][C:9]=1[CH2:10][C@H:11]2[CH2:21][CH2:22][CH2:23][CH2:24][CH2:25][NH:26][CH3:27].I[CH2:30][CH2:31][CH2:32][CH2:33][CH2:34][CH2:35][CH2:36][CH2:37]C.[C:39](=O)(O)[O-].[Na+]. Product: [F:1][C@H:2]1[CH2:19][C@@:17]2([CH3:18])[C@@H:13]([CH2:14][CH2:15][C:16]2=[O:20])[C@H:12]2[C@H:3]1[C:4]1[CH:5]=[CH:6][C:7]([OH:28])=[CH:8][C:9]=1[CH2:10][C@H:11]2[CH2:21][CH2:22][CH2:23][CH2:24][CH2:25][N:26]([CH3:39])[CH2:27][CH2:30][CH2:31][CH2:32][CH2:33][CH2:34][CH2:35][CH2:36][CH3:37]. The catalyst class is: 3. (3) Reactant: [CH3:1][O:2][C:3]1[CH:8]=[CH:7][C:6]([C:9](=[O:11])[CH3:10])=[CH:5][CH:4]=1.[C:12](Cl)(=[O:21])[C:13]1[CH:18]=[CH:17][C:16]([O:19][CH3:20])=[CH:15][CH:14]=1.C(O)(=O)CC(CC(O)=O)(C(O)=O)O. Product: [CH3:1][O:2][C:3]1[CH:8]=[CH:7][C:6]([C:9](=[O:11])[CH2:10][C:12]([C:13]2[CH:18]=[CH:17][C:16]([O:19][CH3:20])=[CH:15][CH:14]=2)=[O:21])=[CH:5][CH:4]=1. The catalyst class is: 1. (4) Reactant: [C:1]([O:5][C:6]([N:8]1[CH2:13][CH2:12][NH:11][C:10](=[O:14])[CH2:9]1)=[O:7])([CH3:4])([CH3:3])[CH3:2].[H-].[Na+].Br[CH2:18][C:19]#[N:20]. Product: [C:1]([O:5][C:6]([N:8]1[CH2:13][CH2:12][N:11]([CH2:18][C:19]#[N:20])[C:10](=[O:14])[CH2:9]1)=[O:7])([CH3:4])([CH3:2])[CH3:3]. The catalyst class is: 807. (5) Reactant: [O:1]=[C:2]1[NH:6][CH2:5][C@@H:4]([NH:7][C:8](=[O:14])[O:9][C:10]([CH3:13])([CH3:12])[CH3:11])[CH2:3]1.[H-].[Na+].[Br:17][C:18]1[CH:19]=[CH:20][C:21](F)=[C:22]([CH:25]=1)[C:23]#[N:24].[Cl-].[NH4+]. Product: [Br:17][C:18]1[CH:19]=[CH:20][C:21]([N:6]2[C:2](=[O:1])[CH2:3][C@H:4]([NH:7][C:8](=[O:14])[O:9][C:10]([CH3:11])([CH3:13])[CH3:12])[CH2:5]2)=[C:22]([C:23]#[N:24])[CH:25]=1. The catalyst class is: 9.